Dataset: Forward reaction prediction with 1.9M reactions from USPTO patents (1976-2016). Task: Predict the product of the given reaction. (1) Given the reactants [CH2:1]([O:3][C:4]1[CH:9]=[CH:8][C:7]([C:10]2[CH:18]=[CH:17][CH:16]=[C:15]3[C:11]=2[CH2:12][CH2:13][C:14]3=[O:19])=[C:6]([OH:20])[C:5]=1[O:21][CH3:22])[CH3:2].C(=O)([O-])[O-].[K+].[K+].[CH2:29](Br)[CH2:30][CH3:31], predict the reaction product. The product is: [CH2:1]([O:3][C:4]1[CH:9]=[CH:8][C:7]([C:10]2[CH:18]=[CH:17][CH:16]=[C:15]3[C:11]=2[CH2:12][CH2:13][C:14]3=[O:19])=[C:6]([O:20][CH2:29][CH2:30][CH3:31])[C:5]=1[O:21][CH3:22])[CH3:2]. (2) Given the reactants [F:1][C:2]1(F)[CH2:16][CH2:15][C:5]2([O:14][C:9]3=[N:10][CH:11]=[CH:12][CH:13]=[C:8]3[CH:7]=[CH:6]2)[CH2:4][CH2:3]1.C([O-])(O)=O.[Na+], predict the reaction product. The product is: [F:1][C:2]1[CH2:16][CH2:15][C:5]2([O:14][C:9]3=[N:10][CH:11]=[CH:12][CH:13]=[C:8]3[CH:7]=[CH:6]2)[CH2:4][CH:3]=1. (3) The product is: [Cl:25][C:4]1[CH:3]=[C:2]([O:1][S:26]([C:29]([F:32])([F:31])[F:30])(=[O:28])=[O:27])[CH:23]=[C:22]([Cl:24])[C:5]=1[CH2:6][C@@H:7]1[CH2:11][CH2:10][N:9]([C@@H:12]2[CH2:20][CH2:19][C:18]3[C:14](=[CH:15][N:16]([S:26]([C:29]([F:32])([F:31])[F:30])(=[O:28])=[O:27])[N:17]=3)[CH2:13]2)[C:8]1=[O:21]. Given the reactants [OH:1][C:2]1[CH:23]=[C:22]([Cl:24])[C:5]([CH2:6][C@@H:7]2[CH2:11][CH2:10][N:9]([C@@H:12]3[CH2:20][CH2:19][C:18]4[C:14](=[CH:15][NH:16][N:17]=4)[CH2:13]3)[C:8]2=[O:21])=[C:4]([Cl:25])[CH:3]=1.[S:26](O[S:26]([C:29]([F:32])([F:31])[F:30])(=[O:28])=[O:27])([C:29]([F:32])([F:31])[F:30])(=[O:28])=[O:27], predict the reaction product. (4) The product is: [F:38][C:2]([F:1])([F:37])[C:3]1[CH:8]=[CH:7][C:6]([C:9]2[N:13]([CH2:14][O:15][CH2:16][CH2:17][Si:18]([CH3:21])([CH3:20])[CH3:19])[C:12]([N:22]3[CH2:23][CH2:24][N:25]([C:40]4[C:45]([C:46]([F:49])([F:48])[F:47])=[CH:44][CH:43]=[CH:42][N:41]=4)[CH2:26][CH2:27]3)=[N:11][C:10]=2[C:28]2[CH:29]=[C:30]([F:36])[C:31]([F:35])=[C:32]([F:34])[CH:33]=2)=[CH:5][CH:4]=1. Given the reactants [F:1][C:2]([F:38])([F:37])[C:3]1[CH:8]=[CH:7][C:6]([C:9]2[N:13]([CH2:14][O:15][CH2:16][CH2:17][Si:18]([CH3:21])([CH3:20])[CH3:19])[C:12]([N:22]3[CH2:27][CH2:26][NH:25][CH2:24][CH2:23]3)=[N:11][C:10]=2[C:28]2[CH:33]=[C:32]([F:34])[C:31]([F:35])=[C:30]([F:36])[CH:29]=2)=[CH:5][CH:4]=1.Cl[C:40]1[C:45]([C:46]([F:49])([F:48])[F:47])=[CH:44][CH:43]=[CH:42][N:41]=1, predict the reaction product. (5) Given the reactants [Br:1][C:2]1[CH:9]=[CH:8][C:5]([CH2:6]Br)=[CH:4][CH:3]=1.C([N:12]([CH2:15][CH3:16])[CH2:13]C)C.N1CCC1, predict the reaction product. The product is: [Br:1][C:2]1[CH:9]=[CH:8][C:5]([CH2:6][N:12]2[CH2:13][CH2:16][CH2:15]2)=[CH:4][CH:3]=1. (6) Given the reactants [CH3:1][N:2]1[CH:6]=[C:5]([C:7]2[CH:8]=[C:9]3[C:15]([C:16]4[N:21]=[C:20]([N:22]5[CH2:28][CH2:27][CH2:26][C@H:25]([NH:29]C(=O)OCC6C=CC=CC=6)[CH2:24][CH2:23]5)[CH:19]=[CH:18][CH:17]=4)=[N:14][N:13](C4CCCCO4)[C:10]3=[CH:11][N:12]=2)[CH:4]=[N:3]1.B(Br)(Br)Br.C(OCC)(=O)C.O, predict the reaction product. The product is: [CH3:1][N:2]1[CH:6]=[C:5]([C:7]2[CH:8]=[C:9]3[C:15]([C:16]4[N:21]=[C:20]([N:22]5[CH2:28][CH2:27][CH2:26][C@H:25]([NH2:29])[CH2:24][CH2:23]5)[CH:19]=[CH:18][CH:17]=4)=[N:14][NH:13][C:10]3=[CH:11][N:12]=2)[CH:4]=[N:3]1. (7) Given the reactants [CH3:1][C:2]1[C:7]([NH:8][C:9](=[O:15])[O:10][C:11]([CH3:14])([CH3:13])[CH3:12])=[C:6]([CH3:16])[N:5]=[C:4]([O:17][CH2:18][C:19]([N:21]([CH3:28])[CH:22]2[CH2:27][CH2:26][NH:25][CH2:24][CH2:23]2)=[O:20])[N:3]=1.[C:29]1(Br)[CH:34]=[CH:33][C:32]([O:35][CH2:36][CH3:37])=[CH:31][CH:30]=1, predict the reaction product. The product is: [CH3:16][C:6]1[C:7]([NH:8][C:9](=[O:15])[O:10][C:11]([CH3:14])([CH3:12])[CH3:13])=[C:2]([CH3:1])[N:3]=[C:4]([O:17][CH2:18][C:19]([N:21]([CH3:28])[CH:22]2[CH2:23][CH2:24][N:25]([C:29]3[CH:34]=[CH:33][C:32]([O:35][CH2:36][CH3:37])=[CH:31][CH:30]=3)[CH2:26][CH2:27]2)=[O:20])[N:5]=1. (8) The product is: [OH:1][C@@:2]1([CH2:9][NH:10][C:11]([C:13]2[C:14]3[CH:15]=[CH:16][C:17]([N:38]4[CH2:39][CH2:40][C@H:36]([N:35]([CH3:41])[CH3:34])[CH2:37]4)=[N:18][C:19]=3[CH:20]=[CH:21][C:22]=2[Cl:23])=[O:12])[CH2:7][CH2:6][CH2:5][C@H:4]([CH3:8])[CH2:3]1. Given the reactants [OH:1][C@@:2]1([CH2:9][NH:10][C:11]([C:13]2[C:14]3[CH:15]=[CH:16][C:17](Cl)=[N:18][C:19]=3[CH:20]=[CH:21][C:22]=2[Cl:23])=[O:12])[CH2:7][CH2:6][CH2:5][C@H:4]([CH3:8])[CH2:3]1.CCN(C(C)C)C(C)C.[CH3:34][N:35]([CH3:41])[C@H:36]1[CH2:40][CH2:39][NH:38][CH2:37]1, predict the reaction product. (9) Given the reactants [Li]CCCC.C(C1C=C(C2C=C(C)C=[C:25]3[C:21]=2[CH:22]=[C:23](C)[CH:24]3[Si]([CH:24]2[C:25]3[C:21](=C(C4C=C(C(C)(C)C)C=C(C(C)(C)C)C=4)C=C(C)C=3)[CH:22]=[C:23]2C)(C)C)C=C(C(C)(C)C)C=1)(C)(C)C.[Cl-].[Cl-].[Cl-].[Cl-].[Zr+4:63].[Cl-].[Cl-].[Cl-].[Cl-].[Zr+4], predict the reaction product. The product is: [CH-:21]1[CH:25]=[CH:24][CH:23]=[CH:22]1.[CH-:21]1[CH:25]=[CH:24][CH:23]=[CH:22]1.[Zr+2:63]. (10) Given the reactants [Cl:1][C:2]1[CH:3]=[C:4]([C:14](=O)[CH3:15])[CH:5]=[C:6]([CH3:13])[C:7]=1[O:8][CH2:9][CH:10]([F:12])[F:11].[CH3:17][C:18]([S@:21]([NH2:23])=[O:22])([CH3:20])[CH3:19], predict the reaction product. The product is: [Cl:1][C:2]1[CH:3]=[C:4]([CH:14]([NH:23][S@@:21]([C:18]([CH3:20])([CH3:19])[CH3:17])=[O:22])[CH3:15])[CH:5]=[C:6]([CH3:13])[C:7]=1[O:8][CH2:9][CH:10]([F:12])[F:11].